This data is from Reaction yield outcomes from USPTO patents with 853,638 reactions. The task is: Predict the reaction yield, written as a fraction of the theoretical maximum amount of product (1.0 means a 100% yield; for example, 0.34 means a 34% yield). (1) The reactants are Cl[C:2](OC(Cl)(Cl)Cl)=[O:3].[Si:9]([O:26][CH2:27][C@H:28]([OH:35])[CH2:29][N:30]1[CH:34]=[CH:33][N:32]=[CH:31]1)([C:22]([CH3:25])([CH3:24])[CH3:23])([C:16]1[CH:21]=[CH:20][CH:19]=[CH:18][CH:17]=1)[C:10]1[CH:15]=[CH:14][CH:13]=[CH:12][CH:11]=1.N1C=CC=CC=1. The catalyst is C(#N)C. The product is [Si:9]([O:26][CH2:27][C@@H:28]1[O:35][C:2](=[O:3])[C:31]2=[N:32][CH:33]=[CH:34][N:30]2[CH2:29]1)([C:22]([CH3:23])([CH3:24])[CH3:25])([C:16]1[CH:17]=[CH:18][CH:19]=[CH:20][CH:21]=1)[C:10]1[CH:15]=[CH:14][CH:13]=[CH:12][CH:11]=1. The yield is 0.560. (2) The reactants are [OH:1][CH2:2][CH2:3][N:4]1[C:12]2[C:7](=[CH:8][C:9]([N+:13]([O-])=O)=[CH:10][CH:11]=2)[CH:6]=[C:5]1[C:16]([CH3:21])([CH3:20])[CH2:17][CH2:18][OH:19]. The catalyst is [Ni].CO. The product is [NH2:13][C:9]1[CH:8]=[C:7]2[C:12](=[CH:11][CH:10]=1)[N:4]([CH2:3][CH2:2][OH:1])[C:5]([C:16]([CH3:21])([CH3:20])[CH2:17][CH2:18][OH:19])=[CH:6]2. The yield is 0.260. (3) The reactants are [OH:1][C:2]1[CH:9]=[C:8]([O:10][CH:11]2[CH2:16][CH2:15][CH2:14][CH2:13][O:12]2)[CH:7]=[C:6]([CH2:17][O:18][CH3:19])[C:3]=1[CH:4]=[O:5].[O:20](S(C(F)(F)F)(=O)=O)[S:21]([C:24]([F:27])([F:26])[F:25])(=O)=[O:22]. The catalyst is ClCCl.O. The product is [CH:4]([C:3]1[C:6]([CH2:17][O:18][CH3:19])=[CH:7][C:8]([O:10][CH:11]2[CH2:16][CH2:15][CH2:14][CH2:13][O:12]2)=[CH:9][C:2]=1[O:1][S:21]([C:24]([F:27])([F:26])[F:25])(=[O:22])=[O:20])=[O:5]. The yield is 0.670. (4) The reactants are P(Cl)(Cl)(Cl)=O.[CH2:6]([CH:10]([CH2:18][CH2:19][CH2:20][CH2:21][CH2:22][CH3:23])[CH2:11][O:12][C:13]1[CH:17]=[CH:16][S:15][CH:14]=1)[CH2:7][CH2:8][CH3:9].[OH-].[Na+].CN([CH:29]=[O:30])C. No catalyst specified. The product is [CH:29]([C:14]1[S:15][CH:16]=[CH:17][C:13]=1[O:12][CH2:11][CH:10]([CH2:6][CH2:7][CH2:8][CH3:9])[CH2:18][CH2:19][CH2:20][CH2:21][CH2:22][CH3:23])=[O:30]. The yield is 0.800. (5) The reactants are Cl[C:2]1[N:7]=[C:6]([NH:8][CH2:9][C:10]2[CH:15]=[CH:14][C:13]([F:16])=[CH:12][CH:11]=2)[CH:5]=[N:4][CH:3]=1.[N:17]1[C:21]2[CH:22]=[CH:23][CH:24]=[CH:25][C:20]=2[NH:19][CH:18]=1. No catalyst specified. The product is [N:17]1([C:2]2[N:7]=[C:6]([NH:8][CH2:9][C:10]3[CH:15]=[CH:14][C:13]([F:16])=[CH:12][CH:11]=3)[CH:5]=[N:4][CH:3]=2)[C:21]2[CH:22]=[CH:23][CH:24]=[CH:25][C:20]=2[N:19]=[CH:18]1. The yield is 0.530. (6) The reactants are [OH:1][C:2]1[C:10]2[N:9]=[C:8]([C:11]3[CH:16]=[CH:15][CH:14]=[CH:13][CH:12]=3)[NH:7][C:6]=2[C:5]([C:17]([OH:19])=O)=[CH:4][CH:3]=1.[NH2:20][CH2:21][CH:22]1[CH2:27][CH2:26][CH2:25][CH2:24][N:23]1C(OC(C)(C)C)=O. No catalyst specified. The product is [OH:1][C:2]1[C:10]2[N:9]=[C:8]([C:11]3[CH:12]=[CH:13][CH:14]=[CH:15][CH:16]=3)[NH:7][C:6]=2[C:5]([C:17]([NH:20][CH2:21][CH:22]2[CH2:27][CH2:26][CH2:25][CH2:24][NH:23]2)=[O:19])=[CH:4][CH:3]=1. The yield is 0.230. (7) The reactants are C[O:2][C:3]([C:5]1([C:8]2[CH:9]=[CH:10][C:11]3[O:15][CH:14]=[N:13][C:12]=3[CH:16]=2)[CH2:7][CH2:6]1)=[O:4].[Al+3].[Cl-].[Cl-].[Cl-].O. The catalyst is CCS. The product is [O:15]1[C:11]2[CH:10]=[CH:9][C:8]([C:5]3([C:3]([OH:4])=[O:2])[CH2:7][CH2:6]3)=[CH:16][C:12]=2[N:13]=[CH:14]1. The yield is 0.110. (8) The yield is 0.830. The catalyst is ClCCl. The reactants are [CH3:1][C:2]1([CH3:17])[CH2:10][C:9]2[NH:8][CH:7]=[C:6]([CH2:11][CH2:12][C:13]([OH:15])=O)[C:5]=2[C:4](=[O:16])[CH2:3]1.C(N1C=CN=C1)(N1C=CN=C1)=O.[CH2:30]([NH:32][CH2:33][CH3:34])[CH3:31]. The product is [CH3:17][C:2]1([CH3:1])[CH2:10][C:9]2[NH:8][CH:7]=[C:6]([CH2:11][CH2:12][C:13]([N:32]([CH2:33][CH3:34])[CH2:30][CH3:31])=[O:15])[C:5]=2[C:4](=[O:16])[CH2:3]1. (9) The reactants are Cl.[NH2:2][OH:3].[OH-].[K+].NO.[O:8]=[C:9]1[C:18]2[C:13](=[CH:14][CH:15]=[C:16]([C:19]([O:21]C)=O)[CH:17]=2)[CH:12]=[CH:11][NH:10]1.C(O)(=O)C. The catalyst is CO. The product is [OH:3][NH:2][C:19]([C:16]1[CH:17]=[C:18]2[C:13]([CH:12]=[CH:11][NH:10][C:9]2=[O:8])=[CH:14][CH:15]=1)=[O:21]. The yield is 0.0300. (10) The reactants are [NH:1]1[CH2:6][CH2:5][CH:4]([C:7]2[O:8][C:9]([C:12]([F:15])([F:14])[F:13])=[N:10][N:11]=2)[CH2:3][CH2:2]1.C1(C)C=CC=CC=1.C(=O)([O-])[O-].[K+].[K+].[Br:29][C:30]1[CH:31]=[N:32][C:33](Cl)=[C:34]([CH:37]=1)[C:35]#[N:36]. The catalyst is CN(C)C=O. The product is [Br:29][C:30]1[CH:31]=[N:32][C:33]([N:1]2[CH2:6][CH2:5][CH:4]([C:7]3[O:8][C:9]([C:12]([F:13])([F:15])[F:14])=[N:10][N:11]=3)[CH2:3][CH2:2]2)=[C:34]([CH:37]=1)[C:35]#[N:36]. The yield is 0.109.